The task is: Predict the product of the given reaction.. This data is from Forward reaction prediction with 1.9M reactions from USPTO patents (1976-2016). The product is: [ClH:1].[CH:2]1([C@H:7]([NH2:8])[C:15]2[CH:20]=[CH:19][CH:18]=[CH:17][N:16]=2)[CH2:3][CH2:4][CH2:5][CH2:6]1.[CH3:21][CH:6]([CH3:5])[CH2:2][C@@H:7]([C:15]1[CH:20]=[CH:19][CH:18]=[CH:17][N:16]=1)[NH2:8]. Given the reactants [ClH:1].[CH:2]1([C@@H:7]([C:15]2[CH:20]=[CH:19][CH:18]=[CH:17][N:16]=2)[NH:8]S(C(C)(C)C)=O)[CH2:6][CH2:5][CH2:4][CH2:3]1.[CH3:21]O, predict the reaction product.